From a dataset of Reaction yield outcomes from USPTO patents with 853,638 reactions. Predict the reaction yield, written as a fraction of the theoretical maximum amount of product (1.0 means a 100% yield; for example, 0.34 means a 34% yield). (1) The yield is 0.460. The catalyst is CN(C=O)C. The reactants are Cl[C:2]1[C:11]2[C:6](=[CH:7][C:8]([O:14][CH2:15][CH2:16][CH2:17][N:18]3[CH2:22][CH2:21][CH2:20][CH2:19]3)=[C:9](C#N)[CH:10]=2)[N:5]=[CH:4][CH:3]=1.[OH:23][C:24]1[CH:25]=[C:26]2[C:30](=[CH:31][CH:32]=1)[NH:29][C:28]([CH3:33])=[CH:27]2.C(=O)([O-])[O-].[Cs+].[Cs+]. The product is [CH3:33][C:28]1[NH:29][C:30]2[C:26]([CH:27]=1)=[CH:25][C:24]([O:23][C:4]1[CH:3]=[CH:2][C:11]3[C:6](=[CH:7][C:8]([O:14][CH2:15][CH2:16][CH2:17][N:18]4[CH2:19][CH2:20][CH2:21][CH2:22]4)=[CH:9][CH:10]=3)[N:5]=1)=[CH:32][CH:31]=2. (2) The reactants are COC(=O)C1C=CC(CBr)=CC=1.[CH3:13][O:14][C:15](=[O:43])[C:16]1[CH:21]=[CH:20][C:19]([CH2:22][N:23]2[CH:27]=[C:26]([C:28]3[CH:33]=[CH:32][C:31]([Cl:34])=[CH:30][C:29]=3[Cl:35])[N:25]=[C:24]2[C:36]2[CH:41]=[CH:40][C:39](Br)=[CH:38][CH:37]=2)=[CH:18][CH:17]=1.[CH3:44][S:45]([C:48]1[CH:49]=[C:50](B(O)O)[CH:51]=[CH:52][CH:53]=1)(=[O:47])=[O:46]. No catalyst specified. The product is [CH3:13][O:14][C:15](=[O:43])[C:16]1[CH:21]=[CH:20][C:19]([CH2:22][N:23]2[CH:27]=[C:26]([C:28]3[CH:33]=[CH:32][C:31]([Cl:34])=[CH:30][C:29]=3[Cl:35])[N:25]=[C:24]2[C:36]2[CH:41]=[CH:40][C:39]([C:52]3[CH:51]=[CH:50][CH:49]=[C:48]([S:45]([CH3:44])(=[O:47])=[O:46])[CH:53]=3)=[CH:38][CH:37]=2)=[CH:18][CH:17]=1. The yield is 0.550. (3) The reactants are [CH3:1][O:2][C:3]1[CH:8]=[CH:7][CH:6]=[CH:5][C:4]=1[OH:9].F[C:11]1[CH:16]=[CH:15][C:14]([S:17]([CH3:20])(=[O:19])=[O:18])=[CH:13][C:12]=1[N+:21]([O-:23])=[O:22].[CH3:24][O:25][C:26]1[CH:43]=[CH:42][CH:41]=[CH:40][C:27]=1[O:28][C:29]1[CH:35]=[CH:34][C:33]([S:36]([CH3:39])(=[O:38])=[O:37])=[CH:32][C:30]=1[NH2:31].[NH2:44][C:45]1[S:46][CH:47]=[CH:48][N:49]=1. No catalyst specified. The product is [CH3:1][O:2][C:3]1[CH:8]=[CH:7][CH:6]=[CH:5][C:4]=1[O:9][C:11]1[CH:16]=[CH:15][C:14]([S:17]([CH3:20])(=[O:19])=[O:18])=[CH:13][C:12]=1[N+:21]([O-:23])=[O:22].[CH3:24][O:25][C:26]1[CH:43]=[CH:42][CH:41]=[CH:40][C:27]=1[O:28][C:29]1[CH:35]=[CH:34][C:33]([S:36]([CH3:39])(=[O:37])=[O:38])=[CH:32][C:30]=1[NH:31][C:4]([NH:44][C:45]1[S:46][CH:47]=[CH:48][N:49]=1)=[O:9]. The yield is 0.750. (4) The reactants are [NH2:1][C@@H:2]1[CH2:6][CH2:5][N:4]([C:7]2[CH:14]=[C:13]([Cl:15])[CH:12]=[CH:11][C:8]=2[CH:9]=[O:10])[CH2:3]1.[CH3:16][S:17](Cl)(=[O:19])=[O:18].C(Cl)Cl.C(N(CC)CC)C. The catalyst is O. The product is [Cl:15][C:13]1[CH:12]=[CH:11][C:8]([CH:9]=[O:10])=[C:7]([N:4]2[CH2:5][CH2:6][C@@H:2]([NH:1][S:17]([CH3:16])(=[O:19])=[O:18])[CH2:3]2)[CH:14]=1. The yield is 0.890. (5) The reactants are [Cl:1][C:2]1[CH:9]=[CH:8][C:5]([CH:6]=O)=[CH:4][C:3]=1[O:10][CH3:11].[Cl:12][C:13]1[C:14]([C:30]([F:33])([F:32])[F:31])=[N:15][N:16]([CH2:19][C:20]([N:22]2[CH2:29][CH:28]3[CH:24]([CH2:25][NH:26][CH2:27]3)[CH2:23]2)=[O:21])[C:17]=1[CH3:18].C(O[BH-](OC(=O)C)OC(=O)C)(=O)C.[Na+].[Cl-].[NH4+]. The catalyst is C1COCC1.CCOC(C)=O. The product is [Cl:1][C:2]1[CH:9]=[CH:8][C:5]([CH2:6][N:26]2[CH2:25][CH:24]3[CH2:23][N:22]([C:20](=[O:21])[CH2:19][N:16]4[C:17]([CH3:18])=[C:13]([Cl:12])[C:14]([C:30]([F:33])([F:31])[F:32])=[N:15]4)[CH2:29][CH:28]3[CH2:27]2)=[CH:4][C:3]=1[O:10][CH3:11]. The yield is 0.950. (6) The reactants are I[C:2]12[CH2:6][C:4]([CH3:7])([CH2:5]1)[CH2:3]2.C([Li])(C)(C)C.[C:13](=[O:15])=[O:14]. The catalyst is C(OCC)C. The product is [CH3:7][C:4]12[CH2:6][C:2]([C:13]([OH:15])=[O:14])([CH2:5]1)[CH2:3]2. The yield is 0.509.